From a dataset of Full USPTO retrosynthesis dataset with 1.9M reactions from patents (1976-2016). Predict the reactants needed to synthesize the given product. (1) Given the product [Cl:1][C:2]1[CH:7]=[CH:6][C:5]([CH:8]([C:25]2[CH:26]=[CH:27][C:22]([OH:21])=[CH:23][CH:24]=2)[CH2:9][C:10]([C:12]2[CH:13]=[CH:14][C:15](=[O:19])[N:16]([CH3:18])[CH:17]=2)=[O:11])=[C:4]([F:20])[CH:3]=1, predict the reactants needed to synthesize it. The reactants are: [Cl:1][C:2]1[CH:7]=[CH:6][C:5](/[CH:8]=[CH:9]/[C:10]([C:12]2[CH:13]=[CH:14][C:15](=[O:19])[N:16]([CH3:18])[CH:17]=2)=[O:11])=[C:4]([F:20])[CH:3]=1.[OH:21][C:22]1[CH:27]=[CH:26][C:25](B(O)O)=[CH:24][CH:23]=1.C(=O)([O-])O.[Na+]. (2) Given the product [Cl:1][C:2]1[C:7]([Cl:8])=[CH:6][C:5]([CH2:9][Cl:10])=[CH:4][N:3]=1, predict the reactants needed to synthesize it. The reactants are: [Cl:1][C:2]1[C:7]([Cl:8])=[CH:6][C:5]([C:9](Cl)(Cl)[Cl:10])=[CH:4][N:3]=1.C(O)(=O)C. (3) Given the product [CH:1]1([CH:5]([CH3:10])[C:6]([OH:8])=[O:7])[CH2:4][CH2:3][CH2:2]1, predict the reactants needed to synthesize it. The reactants are: [CH:1]1([CH:5]([CH3:10])[C:6]([O:8]C)=[O:7])[CH2:4][CH2:3][CH2:2]1.[OH-].[Li+]. (4) Given the product [F:12][C:11]([F:14])([F:13])[C:9]1[CH:10]=[C:2]([CH:22]=[O:23])[C:3]2[CH:4]=[CH:5][NH:6][C:7]=2[CH:8]=1, predict the reactants needed to synthesize it. The reactants are: Br[C:2]1[CH:10]=[C:9]([C:11]([F:14])([F:13])[F:12])[CH:8]=[C:7]2[C:3]=1[CH:4]=[CH:5][NH:6]2.C([Li])CCC.CN(C)[CH:22]=[O:23]. (5) Given the product [N:1]1[C:10]2[C:5](=[CH:6][C:7]([O:11][C:19](=[O:20])[NH:18][CH2:12][CH2:13][CH2:14][CH2:15][CH2:16][CH3:17])=[CH:8][CH:9]=2)[CH:4]=[CH:3][CH:2]=1, predict the reactants needed to synthesize it. The reactants are: [N:1]1[C:10]2[C:5](=[CH:6][C:7]([OH:11])=[CH:8][CH:9]=2)[CH:4]=[CH:3][CH:2]=1.[CH2:12]([N:18]=[C:19]=[O:20])[CH2:13][CH2:14][CH2:15][CH2:16][CH3:17].N1C=CC=CC=1. (6) Given the product [CH3:16][N:17]1[C:26]2[C:21](=[CH:22][C:23]([CH2:27][NH:28][C:9](=[O:11])[C:8]3[CH:12]=[CH:13][C:5]([O:4][CH2:3][C:2]([F:1])([F:15])[F:14])=[N:6][CH:7]=3)=[CH:24][CH:25]=2)[CH2:20][CH2:19][CH2:18]1, predict the reactants needed to synthesize it. The reactants are: [F:1][C:2]([F:15])([F:14])[CH2:3][O:4][C:5]1[CH:13]=[CH:12][C:8]([C:9]([OH:11])=O)=[CH:7][N:6]=1.[CH3:16][N:17]1[C:26]2[C:21](=[CH:22][C:23]([CH2:27][NH2:28])=[CH:24][CH:25]=2)[CH2:20][CH2:19][CH2:18]1.N. (7) Given the product [NH:29]([C:26]([CH:23]1[CH2:24][CH2:25][N:20]([C:18]([O:17][C:13]([CH3:16])([CH3:15])[CH3:14])=[O:19])[CH2:21][CH2:22]1)=[O:28])[NH2:30], predict the reactants needed to synthesize it. The reactants are: C(C1NC=CN=1)(C1NC=CN=1)=O.[C:13]([O:17][C:18]([N:20]1[CH2:25][CH2:24][CH:23]([C:26]([OH:28])=O)[CH2:22][CH2:21]1)=[O:19])([CH3:16])([CH3:15])[CH3:14].[NH2:29][NH2:30].C(OCC)C.